This data is from Full USPTO retrosynthesis dataset with 1.9M reactions from patents (1976-2016). The task is: Predict the reactants needed to synthesize the given product. (1) Given the product [O:47]=[C:3]([NH:50][C:51]1[NH:52][N:53]=[CH:54][CH:55]=1)[C:4]([C@@H:6]([NH:11][C:12](=[O:27])[O:13][CH2:14][C:15]1([CH2:19][C:20]2[CH:21]=[CH:22][C:23]([F:26])=[CH:24][CH:25]=2)[CH2:18][CH2:17][CH2:16]1)[CH2:7][CH2:8][CH2:9][CH3:10])=[O:5], predict the reactants needed to synthesize it. The reactants are: C([C:3](=P(C1C=CC=CC=1)(C1C=CC=CC=1)C1C=CC=CC=1)[C:4]([C@@H:6]([NH:11][C:12](=[O:27])[O:13][CH2:14][C:15]1([CH2:19][C:20]2[CH:25]=[CH:24][C:23]([F:26])=[CH:22][CH:21]=2)[CH2:18][CH2:17][CH2:16]1)[CH2:7][CH2:8][CH2:9][CH3:10])=[O:5])#N.[O:47]=[O+][O-].[NH2:50][C:51]1[CH:55]=[CH:54][NH:53][N:52]=1. (2) Given the product [C:30]([C:34]1[CH:35]=[C:36]([NH:43][S:44]([CH3:47])(=[O:46])=[O:45])[C:37]([O:41][CH3:42])=[C:38]([NH:39][C:21]([NH:20][C:13]2[C:14]3[C:19](=[CH:18][CH:17]=[CH:16][CH:15]=3)[C:10]([O:9][CH2:8][CH2:7][N:1]3[CH2:6][CH2:5][O:4][CH2:3][CH2:2]3)=[CH:11][CH:12]=2)=[O:22])[CH:40]=1)([CH3:33])([CH3:31])[CH3:32], predict the reactants needed to synthesize it. The reactants are: [N:1]1([CH2:7][CH2:8][O:9][C:10]2[C:19]3[C:14](=[CH:15][CH:16]=[CH:17][CH:18]=3)[C:13]([NH2:20])=[CH:12][CH:11]=2)[CH2:6][CH2:5][O:4][CH2:3][CH2:2]1.[C:21](=O)(O)[O-:22].[Na+].C(Cl)(Cl)=O.[C:30]([C:34]1[CH:35]=[C:36]([NH:43][S:44]([CH3:47])(=[O:46])=[O:45])[C:37]([O:41][CH3:42])=[C:38]([CH:40]=1)[NH2:39])([CH3:33])([CH3:32])[CH3:31]. (3) Given the product [CH:1]1([C:8]2([OH:14])[CH2:13][CH2:12][CH2:11][CH:10]=[CH:9]2)[CH2:5][CH2:4][CH2:3][CH2:2]1, predict the reactants needed to synthesize it. The reactants are: [CH:1]1([Mg]Br)[CH2:5][CH2:4][CH2:3][CH2:2]1.[C:8]1(=[O:14])[CH2:13][CH2:12][CH2:11][CH:10]=[CH:9]1. (4) Given the product [C:28]([C:24]1[CH:23]=[C:22]([CH:27]=[CH:26][CH:25]=1)[C:21]([CH:4]([C:1](=[O:3])[CH3:2])[CH2:12][CH2:13][CH2:14][CH2:15][C:16]([O:18][CH2:19][CH3:20])=[O:17])=[O:30])#[N:29], predict the reactants needed to synthesize it. The reactants are: [C:1]([C:4]([C:21](=[O:30])[C:22]1[CH:27]=[CH:26][CH:25]=[C:24]([C:28]#[N:29])[CH:23]=1)([CH2:12][CH2:13][CH2:14][CH2:15][C:16]([O:18][CH2:19][CH3:20])=[O:17])C(OC(C)(C)C)=O)(=[O:3])[CH3:2]. (5) Given the product [Cl:1][C:2]1[CH:3]=[C:4]([NH:9][C:10]([N:12]2[CH2:17][CH2:16][N:15]([CH:28]3[CH2:27][CH2:26][N:25]([C:18]([O:20][C:21]([CH3:24])([CH3:23])[CH3:22])=[O:19])[CH2:29]3)[CH2:14][CH2:13]2)=[O:11])[CH:5]=[CH:6][C:7]=1[Cl:8], predict the reactants needed to synthesize it. The reactants are: [Cl:1][C:2]1[CH:3]=[C:4]([NH:9][C:10]([N:12]2[CH2:17][CH2:16][NH:15][CH2:14][CH2:13]2)=[O:11])[CH:5]=[CH:6][C:7]=1[Cl:8].[C:18]([N:25]1[CH2:29][CH2:28][C:27](=O)[CH2:26]1)([O:20][C:21]([CH3:24])([CH3:23])[CH3:22])=[O:19].C(O[BH-](OC(=O)C)OC(=O)C)(=O)C.[Na+].C(=O)(O)[O-].[Na+]. (6) The reactants are: NCCCCNCCCN.N1[CH:18]=[CH:17][C:15](=O)NC1=O.[C@@H]1(N2C=CC(=O)NC2=O)O[C@H](CO)[C@@H](O)[C@H]1O.C[C:37]1N=[CH:41][C:40]([CH2:43]O)=[C:39]([CH2:45]O)[C:38]=1O. Given the product [CH3:15][C:17]1[CH2:18][CH:45]=[C:39]([CH:40]([CH3:43])[CH3:41])[CH2:38][CH:37]=1, predict the reactants needed to synthesize it. (7) Given the product [CH2:1]([C@@:5]1([CH2:28][CH3:29])[NH:11][C@H:10]([C:12]2[CH:17]=[CH:16][CH:15]=[CH:14][CH:13]=2)[C:9]2[CH:18]=[C:19]([O:24][CH3:25])[C:20]([CH2:22][NH:30][CH2:31][CH2:32][P:33](=[O:40])([O:34][CH2:35][CH3:36])[O:37][CH2:38][CH3:39])=[CH:21][C:8]=2[S:7](=[O:26])(=[O:27])[CH2:6]1)[CH2:2][CH2:3][CH3:4], predict the reactants needed to synthesize it. The reactants are: [CH2:1]([C@@:5]1([CH2:28][CH3:29])[NH:11][C@H:10]([C:12]2[CH:17]=[CH:16][CH:15]=[CH:14][CH:13]=2)[C:9]2[CH:18]=[C:19]([O:24][CH3:25])[C:20]([CH:22]=O)=[CH:21][C:8]=2[S:7](=[O:27])(=[O:26])[CH2:6]1)[CH2:2][CH2:3][CH3:4].[NH2:30][CH2:31][CH2:32][P:33](=[O:40])([O:37][CH2:38][CH3:39])[O:34][CH2:35][CH3:36].O.Cl. (8) Given the product [C:11]([C:9]1[N:8]=[C:23]([C:22]([OH:20])=[O:24])[C:6]([O:17][CH3:18])=[C:5]([C:4]([OH:3])=[O:19])[CH:10]=1)([CH3:14])([CH3:13])[CH3:12], predict the reactants needed to synthesize it. The reactants are: C([O:3][C:4](=[O:19])[C:5]1[CH:10]=[C:9]([C:11]([CH3:14])([CH3:13])[CH3:12])[N:8]=C(C#N)[C:6]=1[O:17][CH3:18])C.[OH-:20].[Na+].[CH2:22]([OH:24])[CH3:23]. (9) Given the product [CH2:46]([O:45][C:43](=[O:44])[NH:14][C@H:15]([CH2:40][OH:41])[CH2:16][CH2:17][C:18](=[O:39])[NH:19][C:20]([C:27]1[CH:28]=[CH:29][CH:30]=[CH:31][CH:32]=1)([C:21]1[CH:26]=[CH:25][CH:24]=[CH:23][CH:22]=1)[C:33]1[CH:34]=[CH:35][CH:36]=[CH:37][CH:38]=1)[C:47]1[CH:52]=[CH:51][CH:50]=[CH:49][CH:48]=1, predict the reactants needed to synthesize it. The reactants are: CN1CCOCC1.ClC(OCC)=O.[NH:14]([C:43]([O:45][CH2:46][C:47]1[CH:52]=[CH:51][CH:50]=[CH:49][CH:48]=1)=[O:44])[C@H:15]([C:40](O)=[O:41])[CH2:16][CH2:17][C:18](=[O:39])[NH:19][C:20]([C:33]1[CH:38]=[CH:37][CH:36]=[CH:35][CH:34]=1)([C:27]1[CH:32]=[CH:31][CH:30]=[CH:29][CH:28]=1)[C:21]1[CH:26]=[CH:25][CH:24]=[CH:23][CH:22]=1.[BH4-].[Na+].